This data is from Forward reaction prediction with 1.9M reactions from USPTO patents (1976-2016). The task is: Predict the product of the given reaction. (1) Given the reactants [Cl:1][C:2]1[CH:10]=[CH:9][C:5]([C:6]([OH:8])=[O:7])=[CH:4][N:3]=1.[CH3:11][Si](C=[N+]=[N-])(C)C.CC(O)=O, predict the reaction product. The product is: [CH3:11][O:7][C:6](=[O:8])[C:5]1[CH:9]=[CH:10][C:2]([Cl:1])=[N:3][CH:4]=1. (2) Given the reactants [F:1][C:2]1[CH:3]=[C:4]([CH:9]=[CH:10][C:11]=1[F:12])[C:5](=[N:7][OH:8])[NH2:6].[N:13]1[CH:18]=[C:17]([C:19]([Cl:21])=[O:20])[CH:16]=[N:15][CH:14]=1.N1C=C(C(O)=O)C=NC=1.C(Cl)(=O)C(Cl)=O, predict the reaction product. The product is: [F:1][C:2]1[CH:3]=[C:4]([C:5]2[N:6]=[C:19]([C:17]3[CH:18]=[N:13][CH:14]=[N:15][CH:16]=3)[O:8][N:7]=2)[CH:9]=[CH:10][C:11]=1[F:12].[N:13]1[CH:18]=[C:17]([C:19]([Cl:21])=[O:20])[CH:16]=[N:15][CH:14]=1.